From a dataset of Full USPTO retrosynthesis dataset with 1.9M reactions from patents (1976-2016). Predict the reactants needed to synthesize the given product. (1) Given the product [I:1][C:2]1[CH:7]=[CH:6][C:5](/[C:8](/[C:12]2[CH:17]=[CH:16][CH:15]=[C:14]([C:18]([F:19])([F:20])[F:21])[CH:13]=2)=[CH:9]\[CH2:10][O:11][C:32]2[CH:31]=[CH:30][C:24]([O:25][CH2:26][C:27]([O:29][CH3:59])=[O:28])=[C:23]([CH3:22])[CH:33]=2)=[CH:4][CH:3]=1, predict the reactants needed to synthesize it. The reactants are: [I:1][C:2]1[CH:7]=[CH:6][C:5](/[C:8](/[C:12]2[CH:17]=[CH:16][CH:15]=[C:14]([C:18]([F:21])([F:20])[F:19])[CH:13]=2)=[CH:9]\[CH2:10][OH:11])=[CH:4][CH:3]=1.[CH3:22][C:23]1[CH:33]=[C:32](OC/C=C(/C2C=CC(C#CCN3CCOCC3)=CC=2)\C2C=CC=CC=2)[CH:31]=[CH:30][C:24]=1[O:25][CH2:26][C:27]([OH:29])=[O:28].[C:59]1(P(C2C=CC=CC=2)C2C=CC=CC=2)C=CC=CC=1.N(C(OC(C)C)=O)=NC(OC(C)C)=O. (2) Given the product [CH:22]1([N:5]2[C:6]3[C:12]([C:13]([N:15]4[CH2:16][CH2:17][O:18][CH2:19][CH2:20]4)=[O:14])=[C:11]([F:21])[CH:10]=[CH:9][C:7]=3[N:8]=[C:4]2[C@@H:2]([NH:1][C:26]2[C:27]3[N:34]=[CH:33][S:32][C:28]=3[N:29]=[CH:30][N:31]=2)[CH3:3])[CH2:23][CH2:24]1, predict the reactants needed to synthesize it. The reactants are: [NH2:1][C@H:2]([C:4]1[N:5]([CH:22]2[CH2:24][CH2:23]2)[C:6]2[C:12]([C:13]([N:15]3[CH2:20][CH2:19][O:18][CH2:17][CH2:16]3)=[O:14])=[C:11]([F:21])[CH:10]=[CH:9][C:7]=2[N:8]=1)[CH3:3].Cl[C:26]1[C:27]2[N:34]=[CH:33][S:32][C:28]=2[N:29]=[CH:30][N:31]=1.CCN(C(C)C)C(C)C.